This data is from Catalyst prediction with 721,799 reactions and 888 catalyst types from USPTO. The task is: Predict which catalyst facilitates the given reaction. (1) Reactant: [Cl:1][C:2]1[CH:7]=[CH:6][C:5]([N:8]2[C:12]([S:13]([CH3:16])(=[O:15])=[O:14])=[C:11]([C:17]([O:19]C(C)(C)C)=[O:18])[N:10]=[C:9]2[C:24]2[CH:29]=[CH:28][C:27]([Cl:30])=[CH:26][C:25]=2[Cl:31])=[CH:4][CH:3]=1.C(O)(C(F)(F)F)=O.[SiH](CC)(CC)CC. Product: [Cl:1][C:2]1[CH:7]=[CH:6][C:5]([N:8]2[C:12]([S:13]([CH3:16])(=[O:15])=[O:14])=[C:11]([C:17]([OH:19])=[O:18])[N:10]=[C:9]2[C:24]2[CH:29]=[CH:28][C:27]([Cl:30])=[CH:26][C:25]=2[Cl:31])=[CH:4][CH:3]=1. The catalyst class is: 2. (2) Reactant: [OH:1][C@@H:2]1[CH2:10][C:9]2[C:4](=[CH:5][CH:6]=[CH:7][CH:8]=2)[C@H:3]1[N:11]1[C:19](=[O:20])[C:18]2[C:13](=[CH:14][CH:15]=[CH:16][CH:17]=2)[C:12]1=[O:21].[CH3:22][Si](C)(C)[N-][Si](C)(C)C.[Li+].CI. Product: [CH3:22][O:1][C@@H:2]1[CH2:10][C:9]2[C:4](=[CH:5][CH:6]=[CH:7][CH:8]=2)[C@H:3]1[N:11]1[C:12](=[O:21])[C:13]2[C:18](=[CH:17][CH:16]=[CH:15][CH:14]=2)[C:19]1=[O:20]. The catalyst class is: 1. (3) The catalyst class is: 29. Product: [CH:10]12[CH2:16][CH:14]([CH2:13][NH:12][CH2:11]1)[CH2:15][NH:8][CH2:9]2. Reactant: C([N:8]1[CH2:15][CH:14]2[CH2:16][CH:10]([CH2:11][N:12](CC3C=CC=CC=3)[CH2:13]2)[CH2:9]1)C1C=CC=CC=1.Cl. (4) Reactant: [Br:1][C:2]1[CH:3]=[CH:4][C:5](I)=[N:6][CH:7]=1.[C:9]1(B(O)O)[CH:14]=[CH:13][CH:12]=[CH:11][CH:10]=1.C(=O)([O-])[O-].[K+].[K+].COCCOC. Product: [Br:1][C:2]1[CH:3]=[CH:4][C:5]([C:9]2[CH:14]=[CH:13][CH:12]=[CH:11][CH:10]=2)=[N:6][CH:7]=1. The catalyst class is: 690.